This data is from CYP1A2 inhibition data for predicting drug metabolism from PubChem BioAssay. The task is: Regression/Classification. Given a drug SMILES string, predict its absorption, distribution, metabolism, or excretion properties. Task type varies by dataset: regression for continuous measurements (e.g., permeability, clearance, half-life) or binary classification for categorical outcomes (e.g., BBB penetration, CYP inhibition). Dataset: cyp1a2_veith. (1) The compound is COc1ccc(-c2noc(C3CCCN(C(=O)c4ccccc4OC)C3)n2)cc1OC. The result is 0 (non-inhibitor). (2) The compound is COc1ccc(N2CC(C(=O)OCC(=O)c3cccc(OC)c3)CC2=O)cc1. The result is 1 (inhibitor).